This data is from Forward reaction prediction with 1.9M reactions from USPTO patents (1976-2016). The task is: Predict the product of the given reaction. (1) Given the reactants C(OC([N:8]1[C:12]2([CH2:17][CH2:16][N:15]([C:18]([O:20][C:21]([CH3:24])([CH3:23])[CH3:22])=[O:19])[CH2:14][CH2:13]2)[C:11](=[O:25])N(C(OC(C)(C)C)=O)C1=O)=O)(C)(C)C.[OH-:34].[Na+].Cl[C:37]([O:39][CH2:40][C:41]1[CH:46]=[CH:45][CH:44]=[CH:43][CH:42]=1)=[O:38], predict the reaction product. The product is: [C:21]([O:20][C:18]([N:15]1[CH2:14][CH2:13][C:12]([NH:8][C:37]([O:39][CH2:40][C:41]2[CH:46]=[CH:45][CH:44]=[CH:43][CH:42]=2)=[O:38])([C:11]([OH:25])=[O:34])[CH2:17][CH2:16]1)=[O:19])([CH3:22])([CH3:23])[CH3:24]. (2) Given the reactants [CH3:1][O:2][C:3]1[CH:4]=[C:5]([CH:9]([NH:13][C:14]([NH:16][C:17]2[CH:22]=[CH:21][CH:20]=[CH:19][C:18]=2[F:23])=[O:15])[C:10]([OH:12])=O)[CH:6]=[CH:7][CH:8]=1.[Cl:24][C:25]1[CH:26]=[C:27]([CH:32]=[CH:33][C:34]=1[O:35][CH2:36][C@@H:37]([NH:39][CH3:40])[CH3:38])[C:28]([O:30][CH3:31])=[O:29].C(Cl)CCl.C1C=CC2N(O)N=NC=2C=1, predict the reaction product. The product is: [Cl:24][C:25]1[CH:26]=[C:27]([CH:32]=[CH:33][C:34]=1[O:35][CH2:36][C@@H:37]([N:39]([CH3:40])[C:10](=[O:12])[CH:9]([NH:13][C:14]([NH:16][C:17]1[CH:22]=[CH:21][CH:20]=[CH:19][C:18]=1[F:23])=[O:15])[C:5]1[CH:6]=[CH:7][CH:8]=[C:3]([O:2][CH3:1])[CH:4]=1)[CH3:38])[C:28]([O:30][CH3:31])=[O:29]. (3) Given the reactants [NH2:1][C:2]1[C:7]([C:8]([C:10]2[C:15]([O:16][CH3:17])=[CH:14][CH:13]=[C:12]([F:18])[C:11]=2[F:19])=[O:9])=[CH:6][N:5]=[C:4]([NH:20][C@H:21]2[CH2:26][CH2:25][C@H:24]([NH2:27])[CH2:23][CH2:22]2)[N:3]=1.C(N(CC)CC)C.Br[CH2:36][CH2:37][OH:38], predict the reaction product. The product is: [NH2:1][C:2]1[C:7]([C:8]([C:10]2[C:15]([O:16][CH3:17])=[CH:14][CH:13]=[C:12]([F:18])[C:11]=2[F:19])=[O:9])=[CH:6][N:5]=[C:4]([NH:20][C@H:21]2[CH2:26][CH2:25][C@H:24]([NH:27][CH2:36][CH2:37][OH:38])[CH2:23][CH2:22]2)[N:3]=1. (4) Given the reactants [C:1]([C:3]1[CH:8]=[CH:7][C:6]([CH2:9][NH:10][C:11]2[CH:16]=[CH:15][C:14]([CH2:17][CH2:18][CH2:19][CH2:20][CH2:21][CH2:22][CH2:23][CH3:24])=[CH:13][CH:12]=2)=[CH:5][CH:4]=1)#[N:2].[CH:25]([C:28]1[CH:33]=[CH:32][CH:31]=[C:30]([CH:34]([CH3:36])[CH3:35])[C:29]=1[N:37]=[C:38]=[O:39])([CH3:27])[CH3:26], predict the reaction product. The product is: [C:1]([C:3]1[CH:4]=[CH:5][C:6]([CH2:9][N:10]([C:11]2[CH:16]=[CH:15][C:14]([CH2:17][CH2:18][CH2:19][CH2:20][CH2:21][CH2:22][CH2:23][CH3:24])=[CH:13][CH:12]=2)[C:38]([NH:37][C:29]2[C:28]([CH:25]([CH3:26])[CH3:27])=[CH:33][CH:32]=[CH:31][C:30]=2[CH:34]([CH3:36])[CH3:35])=[O:39])=[CH:7][CH:8]=1)#[N:2].